Task: Regression. Given a peptide amino acid sequence and an MHC pseudo amino acid sequence, predict their binding affinity value. This is MHC class I binding data.. Dataset: Peptide-MHC class I binding affinity with 185,985 pairs from IEDB/IMGT The peptide sequence is WPAGRLVEA. The MHC is HLA-B58:01 with pseudo-sequence HLA-B58:01. The binding affinity (normalized) is 0.0847.